From a dataset of Peptide-MHC class I binding affinity with 185,985 pairs from IEDB/IMGT. Regression. Given a peptide amino acid sequence and an MHC pseudo amino acid sequence, predict their binding affinity value. This is MHC class I binding data. (1) The peptide sequence is MKWMMAMKY. The MHC is HLA-B08:02 with pseudo-sequence HLA-B08:02. The binding affinity (normalized) is 0.0847. (2) The peptide sequence is STQWSLFFFV. The MHC is HLA-A02:06 with pseudo-sequence HLA-A02:06. The binding affinity (normalized) is 0.841. (3) The peptide sequence is LFFPFGLFK. The MHC is HLA-B58:01 with pseudo-sequence HLA-B58:01. The binding affinity (normalized) is 0.0847. (4) The peptide sequence is SAPQQLCTM. The MHC is HLA-A02:06 with pseudo-sequence HLA-A02:06. The binding affinity (normalized) is 0.135. (5) The peptide sequence is KTYIDVNEEY. The MHC is HLA-A11:01 with pseudo-sequence HLA-A11:01. The binding affinity (normalized) is 0.385.